This data is from Full USPTO retrosynthesis dataset with 1.9M reactions from patents (1976-2016). The task is: Predict the reactants needed to synthesize the given product. Given the product [O:12]=[C:5]1[NH:6][C:7]2[CH:8]=[CH:9][CH:10]=[CH:11][C:1]=2[C:2](=[O:4])[NH:20][CH:16]1[CH2:15][CH2:14][CH2:13][CH2:21][CH2:22][C:23]([OH:25])=[O:24], predict the reactants needed to synthesize it. The reactants are: [C:1]12[C:7](=[CH:8][CH:9]=[CH:10][CH:11]=1)[NH:6][C:5](=[O:12])[O:4][C:2]2=O.[CH2:13]([CH2:21][CH2:22][C:23]([OH:25])=[O:24])[CH2:14][CH2:15][CH:16]([NH2:20])C(O)=O.C(N(CC)CC)C.C(O)(=O)C.